This data is from Reaction yield outcomes from USPTO patents with 853,638 reactions. The task is: Predict the reaction yield, written as a fraction of the theoretical maximum amount of product (1.0 means a 100% yield; for example, 0.34 means a 34% yield). (1) The reactants are Br[C:2]1[CH:7]=[CH:6][C:5]([NH:8][C:9]([NH:11][C:12]2[CH:17]=[CH:16][C:15]([C:18]([N:20]3[CH2:25][CH2:24][N:23]([CH3:26])[CH2:22][CH2:21]3)=[O:19])=[CH:14][CH:13]=2)=[O:10])=[CH:4][CH:3]=1.[B:27]1([B:27]2[O:31][C:30]([CH3:33])([CH3:32])[C:29]([CH3:35])([CH3:34])[O:28]2)[O:31][C:30]([CH3:33])([CH3:32])[C:29]([CH3:35])([CH3:34])[O:28]1.CC([O-])=O.[K+].C(Cl)Cl. The catalyst is O1CCOCC1.C1C=CC(P(C2C=CC=CC=2)[C-]2C=CC=C2)=CC=1.C1C=CC(P(C2C=CC=CC=2)[C-]2C=CC=C2)=CC=1.Cl[Pd]Cl.[Fe+2]. The product is [CH3:26][N:23]1[CH2:24][CH2:25][N:20]([C:18]([C:15]2[CH:16]=[CH:17][C:12]([NH:11][C:9]([NH:8][C:5]3[CH:6]=[CH:7][C:2]([B:27]4[O:31][C:30]([CH3:33])([CH3:32])[C:29]([CH3:35])([CH3:34])[O:28]4)=[CH:3][CH:4]=3)=[O:10])=[CH:13][CH:14]=2)=[O:19])[CH2:21][CH2:22]1. The yield is 0.320. (2) The product is [CH3:17][O:16][N:15]([CH3:14])[C:10]([C:7]1[CH:8]=[CH:9][N:4]2[CH:3]=[CH:2][N:1]=[C:5]2[CH:6]=1)=[O:12]. The yield is 0.400. The reactants are [N:1]1[CH:2]=[CH:3][N:4]2[CH:9]=[CH:8][C:7]([C:10]([OH:12])=O)=[CH:6][C:5]=12.Cl.[CH3:14][NH:15][O:16][CH3:17].Cl.CN(C)CCCN=C=NCC.C(N(CC)C(C)C)(C)C. The catalyst is C(Cl)Cl. (3) The reactants are Br[C:2]1[CH:3]=[C:4]2[C:8](=[CH:9][CH:10]=1)[NH:7][CH:6]=[C:5]2[CH2:11][C:12]([N:14]([CH3:16])[CH3:15])=[O:13].[S:17]1[CH:21]=[CH:20][CH:19]=[C:18]1B(O)O.C(=O)([O-])[O-].[Cs+].[Cs+].[OH-].[Na+]. The catalyst is COCCOC. The product is [CH3:15][N:14]([CH3:16])[C:12](=[O:13])[CH2:11][C:5]1[C:4]2[C:8](=[CH:9][CH:10]=[C:2]([C:18]3[S:17][CH:21]=[CH:20][CH:19]=3)[CH:3]=2)[NH:7][CH:6]=1. The yield is 0.540.